From a dataset of Peptide-MHC class I binding affinity with 185,985 pairs from IEDB/IMGT. Regression. Given a peptide amino acid sequence and an MHC pseudo amino acid sequence, predict their binding affinity value. This is MHC class I binding data. (1) The peptide sequence is ALWEIQQVV. The MHC is HLA-A02:01 with pseudo-sequence HLA-A02:01. The binding affinity (normalized) is 0.737. (2) The peptide sequence is SVIFYFISIY. The MHC is HLA-A11:01 with pseudo-sequence HLA-A11:01. The binding affinity (normalized) is 0.557.